From a dataset of Reaction yield outcomes from USPTO patents with 853,638 reactions. Predict the reaction yield, written as a fraction of the theoretical maximum amount of product (1.0 means a 100% yield; for example, 0.34 means a 34% yield). The reactants are [OH:1][C@H:2]1[C@:7]([OH:14])([C:8]2[CH:13]=[CH:12][CH:11]=[CH:10][N:9]=2)[CH2:6][CH2:5][N:4]([C:15]([C:17]2[CH:22]=[CH:21][C:20]([O:23][CH2:24][CH2:25][O:26][C:27]([F:30])([F:29])[F:28])=[C:19]([O:31][CH3:32])[CH:18]=2)=[O:16])[CH2:3]1.[CH3:33][C:34]1(C)[C@]2(CS(O)(=O)=O)CC[C@H:35]1CC2=O.COC(OC)(C)C. The catalyst is ClCCl. The product is [CH3:33][C:34]1([CH3:35])[O:1][C@@H:2]2[CH2:3][N:4]([C:15]([C:17]3[CH:22]=[CH:21][C:20]([O:23][CH2:24][CH2:25][O:26][C:27]([F:28])([F:30])[F:29])=[C:19]([O:31][CH3:32])[CH:18]=3)=[O:16])[CH2:5][CH2:6][C@:7]2([C:8]2[CH:13]=[CH:12][CH:11]=[CH:10][N:9]=2)[O:14]1. The yield is 0.0860.